The task is: Predict the reaction yield, written as a fraction of the theoretical maximum amount of product (1.0 means a 100% yield; for example, 0.34 means a 34% yield).. This data is from Reaction yield outcomes from USPTO patents with 853,638 reactions. (1) The reactants are [Cl:1][C:2]1[C:7]([C:8]([F:11])([F:10])[F:9])=[CH:6][N:5]=[C:4]2[NH:12][CH:13]=[C:14]([N+:15]([O-])=O)[C:3]=12.[OH-].[Na+]. The catalyst is Cl. The product is [Cl:1][C:2]1[C:7]([C:8]([F:11])([F:9])[F:10])=[CH:6][N:5]=[C:4]2[NH:12][CH:13]=[C:14]([NH2:15])[C:3]=12. The yield is 0.890. (2) The reactants are [O:1]([C:8]1[CH:17]=[CH:16][C:11]([O:12][CH2:13][CH2:14]O)=[CH:10][CH:9]=1)[C:2]1[CH:7]=[CH:6][CH:5]=[CH:4][CH:3]=1.C1(P(C2C=CC=CC=2)C2C=CC=CC=2)C=CC=CC=1.[Br:37]N1C(=O)CCC1=O. The catalyst is ClCCl. The product is [Br:37][CH2:14][CH2:13][O:12][C:11]1[CH:16]=[CH:17][C:8]([O:1][C:2]2[CH:7]=[CH:6][CH:5]=[CH:4][CH:3]=2)=[CH:9][CH:10]=1. The yield is 0.890.